Task: Predict the reactants needed to synthesize the given product.. Dataset: Full USPTO retrosynthesis dataset with 1.9M reactions from patents (1976-2016) Given the product [CH3:19][CH:20]1[C:28]2[C:23](=[CH:24][CH:25]=[CH:26][CH:27]=2)[N:22]([C:15](=[O:17])[CH2:14][C:9]2[NH:10][C:11](=[O:13])[CH:12]=[C:7]([N:1]3[CH2:2][CH2:3][O:4][CH2:5][CH2:6]3)[N:8]=2)[CH2:21]1, predict the reactants needed to synthesize it. The reactants are: [N:1]1([C:7]2[N:8]=[C:9]([CH2:14][C:15]([O-:17])=O)[NH:10][C:11](=[O:13])[CH:12]=2)[CH2:6][CH2:5][O:4][CH2:3][CH2:2]1.[Na+].[CH3:19][CH:20]1[C:28]2[C:23](=[CH:24][CH:25]=[CH:26][CH:27]=2)[NH:22][CH2:21]1.Cl.CN(C)CCCN=C=NCC.